Task: Predict the product of the given reaction.. Dataset: Forward reaction prediction with 1.9M reactions from USPTO patents (1976-2016) (1) Given the reactants [CH2:1]([O:8][C:9]1[CH:16]=[CH:15][C:12]([CH2:13][Cl:14])=[CH:11][CH:10]=1)[C:2]1[CH:7]=[CH:6][CH:5]=[CH:4][CH:3]=1.[C:17]1([P:23]([C:30]2[CH:35]=[CH:34][CH:33]=[CH:32][CH:31]=2)[C:24]2[CH:29]=[CH:28][CH:27]=[CH:26][CH:25]=2)[CH:22]=[CH:21][CH:20]=[CH:19][CH:18]=1.CCOCC, predict the reaction product. The product is: [Cl-:14].[CH2:1]([O:8][C:9]1[CH:16]=[CH:15][C:12]([CH2:13][P+:23]([C:24]2[CH:25]=[CH:26][CH:27]=[CH:28][CH:29]=2)([C:30]2[CH:35]=[CH:34][CH:33]=[CH:32][CH:31]=2)[C:17]2[CH:18]=[CH:19][CH:20]=[CH:21][CH:22]=2)=[CH:11][CH:10]=1)[C:2]1[CH:7]=[CH:6][CH:5]=[CH:4][CH:3]=1. (2) Given the reactants Cl.Cl[CH2:3][C:4]1[N:8]2[CH:9]=[CH:10][CH:11]=[CH:12][C:7]2=[N:6][C:5]=1[C:13]1[CH:18]=[CH:17][C:16]([Cl:19])=[CH:15][CH:14]=1.[O:20]=[C:21]1[NH:26][C:25](=[O:27])[C:24]([C:28]([O:30][CH2:31][CH3:32])=[O:29])=[CH:23][NH:22]1, predict the reaction product. The product is: [Cl:19][C:16]1[CH:17]=[CH:18][C:13]([C:5]2[N:6]=[C:7]3[CH:12]=[CH:11][CH:10]=[CH:9][N:8]3[C:4]=2[CH2:3][N:22]2[CH:23]=[C:24]([C:28]([O:30][CH2:31][CH3:32])=[O:29])[C:25](=[O:27])[NH:26][C:21]2=[O:20])=[CH:14][CH:15]=1. (3) Given the reactants [F:1][C:2]([F:23])([F:22])[C@@H:3]1[CH2:8][CH2:7][C@H:6]([O:9][C:10]2[CH:11]=[C:12]3[C:17](=[CH:18][CH:19]=2)[CH:16]=[C:15]([CH:20]=O)[CH:14]=[CH:13]3)[CH2:5][CH2:4]1.Cl.[CH3:25][O:26][C:27]([CH:29]1[CH2:36][CH:35]2[NH:37][CH:31]([CH2:32][CH2:33][CH2:34]2)[CH2:30]1)=[O:28].C(O)(=O)C.C(O[BH-](OC(=O)C)OC(=O)C)(=O)C.[Na+], predict the reaction product. The product is: [F:1][C:2]([F:22])([F:23])[C@@H:3]1[CH2:8][CH2:7][C@H:6]([O:9][C:10]2[CH:11]=[C:12]3[C:17](=[CH:18][CH:19]=2)[CH:16]=[C:15]([CH2:20][N:37]2[CH:31]4[CH2:32][CH2:33][CH2:34][CH:35]2[CH2:36][CH:29]([C:27]([O:26][CH3:25])=[O:28])[CH2:30]4)[CH:14]=[CH:13]3)[CH2:5][CH2:4]1. (4) Given the reactants [F:1][C:2]1[C:7]([F:8])=[CH:6][CH:5]=[CH:4][C:3]=1[C@H:9]1[CH2:15][N:14]([CH2:16][C:17]2[S:18][CH:19]=[CH:20][N:21]=2)[C:13](=[O:22])[C@H:12]([N:23](C(OC(C)(C)C)=O)C(OC(C)(C)C)=O)[CH2:11][CH2:10]1.FC(F)(F)C(O)=O, predict the reaction product. The product is: [NH2:23][C@@H:12]1[CH2:11][CH2:10][C@@H:9]([C:3]2[CH:4]=[CH:5][CH:6]=[C:7]([F:8])[C:2]=2[F:1])[CH2:15][N:14]([CH2:16][C:17]2[S:18][CH:19]=[CH:20][N:21]=2)[C:13]1=[O:22]. (5) The product is: [CH:13]1([CH:16]([C:18]2[CH:23]=[CH:22][C:21]([N:24]([CH3:32])[C:25]3[CH:26]=[CH:27][C:28]([O:31][C:2]4[N:3]=[C:4]([OH:12])[C:5]5[CH:11]=[CH:10][N:9]=[CH:8][C:6]=5[N:7]=4)=[CH:29][CH:30]=3)=[CH:20][CH:19]=2)[CH3:17])[CH2:15][CH2:14]1. Given the reactants Cl[C:2]1[N:3]=[C:4]([OH:12])[C:5]2[CH:11]=[CH:10][N:9]=[CH:8][C:6]=2[N:7]=1.[CH:13]1([CH:16]([C:18]2[CH:23]=[CH:22][C:21]([N:24]([CH3:32])[C:25]3[CH:30]=[CH:29][C:28]([OH:31])=[CH:27][CH:26]=3)=[CH:20][CH:19]=2)[CH3:17])[CH2:15][CH2:14]1, predict the reaction product. (6) Given the reactants Br[C:2]1[C:3]([CH3:22])=[C:4]([C:12]2[CH:17]=[CH:16][CH:15]=[C:14]([C:18]([F:21])([F:20])[F:19])[CH:13]=2)[C:5]2[N:6]([CH:8]=[C:9]([CH3:11])[N:10]=2)[CH:7]=1.C([Sn](CCCC)(CCCC)[C:28]1[N:32]([C:33]2[CH:40]=[CH:39][C:36]([C:37]#[N:38])=[CH:35][CH:34]=2)[N:31]=[CH:30][CH:29]=1)CCC, predict the reaction product. The product is: [CH3:11][C:9]1[N:10]=[C:5]2[C:4]([C:12]3[CH:17]=[CH:16][CH:15]=[C:14]([C:18]([F:21])([F:20])[F:19])[CH:13]=3)=[C:3]([CH3:22])[C:2]([C:28]3[N:32]([C:33]4[CH:40]=[CH:39][C:36]([C:37]#[N:38])=[CH:35][CH:34]=4)[N:31]=[CH:30][CH:29]=3)=[CH:7][N:6]2[CH:8]=1. (7) Given the reactants O[CH2:2]CCC1C=CC(O)=CC=1.C1(=O)CCCC1.[CH3:18][C:19]([O:26][C:27]1[CH:32]=[CH:31][C:30]([CH2:33][CH2:34][CH2:35][O:36][S:37]([CH3:40])(=[O:39])=[O:38])=[CH:29][CH:28]=1)([CH2:24][CH3:25])[C:20]([O:22][CH3:23])=[O:21], predict the reaction product. The product is: [CH3:40][S:37]([O:36][CH2:35][CH2:34][CH2:33][C:30]1[CH:29]=[CH:28][C:27]([O:26][C:19]2([C:20]([O:22][CH3:23])=[O:21])[CH2:18][CH2:2][CH2:25][CH2:24]2)=[CH:32][CH:31]=1)(=[O:38])=[O:39]. (8) Given the reactants [H-].[Al+3].[Li+].[H-].[H-].[H-].[CH2:7]([N:10]1[CH2:15][CH:14]2[CH:12]([C:13]2([C:17]2[CH:22]=[CH:21][CH:20]=[C:19]([NH2:23])[CH:18]=2)[CH3:16])[C:11]1=O)[CH:8]=[CH2:9], predict the reaction product. The product is: [CH2:7]([N:10]1[CH2:11][CH:12]2[CH:14]([C:13]2([C:17]2[CH:18]=[C:19]([CH:20]=[CH:21][CH:22]=2)[NH2:23])[CH3:16])[CH2:15]1)[CH:8]=[CH2:9].